Predict the reaction yield, written as a fraction of the theoretical maximum amount of product (1.0 means a 100% yield; for example, 0.34 means a 34% yield). From a dataset of Reaction yield outcomes from USPTO patents with 853,638 reactions. The reactants are [N:1]1[CH:6]=[CH:5][CH:4]=[C:3]([C:7](=O)[CH2:8][C:9]2[CH:13]=[CH:12][S:11][CH:10]=2)[CH:2]=1.[CH2:15]([O:17][C:18]1[CH:19]=[C:20]([CH:23]=[C:24]([N+:27]([O-:29])=[O:28])[C:25]=1[OH:26])[CH:21]=O)[CH3:16].[NH2:30][C:31]([NH2:33])=[O:32].Cl. The catalyst is CCO. The product is [CH2:15]([O:17][C:18]1[CH:19]=[C:20]([CH:21]2[C:8]([C:9]3[CH:13]=[CH:12][S:11][CH:10]=3)=[C:7]([C:3]3[CH:2]=[N:1][CH:6]=[CH:5][CH:4]=3)[NH:33][C:31](=[O:32])[NH:30]2)[CH:23]=[C:24]([N+:27]([O-:29])=[O:28])[C:25]=1[OH:26])[CH3:16]. The yield is 0.330.